From a dataset of Catalyst prediction with 721,799 reactions and 888 catalyst types from USPTO. Predict which catalyst facilitates the given reaction. (1) Reactant: Cl.[C:2]([C:4]1[CH:20]=[CH:19][C:7]([CH2:8][NH:9][C:10]([C:12]2[CH:17]=[C:16]([NH2:18])[N:15]=[CH:14][N:13]=2)=[O:11])=[CH:6][CH:5]=1)#[N:3].Cl[C:22]([O:24][C:25]1[CH:30]=[CH:29][CH:28]=[CH:27][CH:26]=1)=[O:23]. Product: [C:2]([C:4]1[CH:5]=[CH:6][C:7]([CH2:8][NH:9][C:10]([C:12]2[N:13]=[CH:14][N:15]=[C:16]([NH:18][C:22](=[O:23])[O:24][C:25]3[CH:30]=[CH:29][CH:28]=[CH:27][CH:26]=3)[CH:17]=2)=[O:11])=[CH:19][CH:20]=1)#[N:3]. The catalyst class is: 17. (2) Reactant: [CH3:1][O:2][CH2:3][CH2:4][O:5][C:6]1[C:15]([O:16][CH2:17][CH2:18][O:19][CH3:20])=[CH:14][C:13]([N+:21]([O-])=O)=[CH:12][C:7]=1[C:8]([O:10][CH3:11])=[O:9]. Product: [NH2:21][C:13]1[CH:14]=[C:15]([O:16][CH2:17][CH2:18][O:19][CH3:20])[C:6]([O:5][CH2:4][CH2:3][O:2][CH3:1])=[C:7]([CH:12]=1)[C:8]([O:10][CH3:11])=[O:9]. The catalyst class is: 19. (3) Reactant: [CH3:1][C:2]1[N:7]=[CH:6][C:5]([C:8]2[N:9]=[C:10]3[CH2:24][CH2:23][CH2:22][N:21]([CH2:25][CH2:26][CH2:27][CH2:28][CH2:29][CH2:30][C:31]([O:33]CC)=[O:32])[C:11]3=[N:12][C:13]=2[C:14]2[CH:15]=[N:16][C:17]([CH3:20])=[CH:18][CH:19]=2)=[CH:4][CH:3]=1.[OH-].[Na+]. Product: [CH3:1][C:2]1[N:7]=[CH:6][C:5]([C:8]2[N:9]=[C:10]3[CH2:24][CH2:23][CH2:22][N:21]([CH2:25][CH2:26][CH2:27][CH2:28][CH2:29][CH2:30][C:31]([OH:33])=[O:32])[C:11]3=[N:12][C:13]=2[C:14]2[CH:15]=[N:16][C:17]([CH3:20])=[CH:18][CH:19]=2)=[CH:4][CH:3]=1. The catalyst class is: 5. (4) Reactant: C(OC(=O)[NH:7][CH:8]1[CH2:17][C:16]2[C:11](=[CH:12][CH:13]=[C:14]([C:18]#[N:19])[CH:15]=2)[NH:10][CH2:9]1)(C)(C)C.[ClH:21].O1CCOCC1. The catalyst class is: 2. Product: [ClH:21].[ClH:21].[NH2:7][CH:8]1[CH2:17][C:16]2[C:11](=[CH:12][CH:13]=[C:14]([C:18]#[N:19])[CH:15]=2)[NH:10][CH2:9]1.